Dataset: Forward reaction prediction with 1.9M reactions from USPTO patents (1976-2016). Task: Predict the product of the given reaction. Given the reactants [CH3:1][O:2][C:3]1[CH:8]=[C:7]([O:9][CH3:10])[N:6]=[C:5]([NH:11][CH2:12][CH2:13][N:14]2[CH:18]=[C:17]([NH:19][C:20]([C:22]3[N:23]=[CH:24][O:25][C:26]=3[C:27]3[CH:28]=[C:29]([CH3:33])[CH:30]=[CH:31][CH:32]=3)=[O:21])[CH:16]=[N:15]2)[N:4]=1.[H-].[Na+].Br[CH2:37][CH3:38].O, predict the reaction product. The product is: [CH3:10][O:9][C:7]1[CH:8]=[C:3]([O:2][CH3:1])[N:4]=[C:5]([N:11]([CH2:37][CH3:38])[CH2:12][CH2:13][N:14]2[CH:18]=[C:17]([NH:19][C:20]([C:22]3[N:23]=[CH:24][O:25][C:26]=3[C:27]3[CH:28]=[C:29]([CH3:33])[CH:30]=[CH:31][CH:32]=3)=[O:21])[CH:16]=[N:15]2)[N:6]=1.